This data is from Forward reaction prediction with 1.9M reactions from USPTO patents (1976-2016). The task is: Predict the product of the given reaction. (1) Given the reactants [N:1]1[C:10]2[C:5](=[CH:6][CH:7]=[CH:8][CH:9]=2)[CH:4]=[CH:3][C:2]=1[C:11]([OH:13])=O.S(Cl)([Cl:16])=O, predict the reaction product. The product is: [N:1]1[C:10]2[C:5](=[CH:6][CH:7]=[CH:8][CH:9]=2)[CH:4]=[CH:3][C:2]=1[C:11]([Cl:16])=[O:13]. (2) Given the reactants C(O[C:4]([C:6]1[NH:10][C:9]2[CH:11]=[C:12]([C:14]3[CH:19]=[CH:18][C:17]([Cl:20])=[CH:16][CH:15]=3)[O:13][C:8]=2[CH:7]=1)=[O:5])C.C(OC(=O)C(CC)CCN1C(=S)N2C3C=C(C4C=CC(Cl)=CC=4)OC=3C=C2C1=O)C.[CH2:51]([O:53][P:54]([CH2:59][CH2:60][CH2:61][N:62]=[C:63]=[S:64])(=[O:58])[O:55][CH2:56][CH3:57])[CH3:52].C([O-])([O-])=O.[K+].[K+], predict the reaction product. The product is: [CH2:51]([O:53][P:54]([CH2:59][CH2:60][CH2:61][N:62]1[C:63](=[S:64])[N:10]2[C:9]3[CH:11]=[C:12]([C:14]4[CH:15]=[CH:16][C:17]([Cl:20])=[CH:18][CH:19]=4)[O:13][C:8]=3[CH:7]=[C:6]2[C:4]1=[O:5])(=[O:58])[O:55][CH2:56][CH3:57])[CH3:52].